From a dataset of Reaction yield outcomes from USPTO patents with 853,638 reactions. Predict the reaction yield, written as a fraction of the theoretical maximum amount of product (1.0 means a 100% yield; for example, 0.34 means a 34% yield). (1) The catalyst is O.CCOC(C)=O.C1C=CC(/C=C/C(/C=C/C2C=CC=CC=2)=O)=CC=1.C1C=CC(/C=C/C(/C=C/C2C=CC=CC=2)=O)=CC=1.C1C=CC(/C=C/C(/C=C/C2C=CC=CC=2)=O)=CC=1.[Pd].[Pd].CN1C(=O)CCC1. The product is [F:8][C:6]1[CH:7]=[C:2]([N:33]2[CH2:34][CH2:35][N:30]([C:22]([C:23]3[CH:24]=[CH:25][CH:26]=[CH:27][CH:28]=3)=[O:29])[CH2:31][CH2:32]2)[CH:3]=[C:4]([NH:13][CH:10]([CH3:12])[CH3:11])[CH:5]=1. The yield is 0.650. The reactants are F[C:2]1[CH:3]=[C:4](Br)[CH:5]=[C:6]([F:8])[CH:7]=1.[CH:10]([NH2:13])([CH3:12])[CH3:11].NC1C=CC=CC=1.Cl.[C:22]([N:30]1[CH2:35][CH2:34][NH:33][CH2:32][CH2:31]1)(=[O:29])[C:23]1[CH:28]=[CH:27][CH:26]=[CH:25][CH:24]=1.C([O-])([O-])=O.[Cs+].[Cs+].C1C=CC(P(C2C(C3C(P(C4C=CC=CC=4)C4C=CC=CC=4)=CC=C4C=3C=CC=C4)=C3C(C=CC=C3)=CC=2)C2C=CC=CC=2)=CC=1. (2) The reactants are FC(F)(F)C(O)=O.[Cl:8][C:9]1[CH:10]=[CH:11][C:12]([CH2:15][O:16][C:17]2[CH:22]=[CH:21][N:20]([C:23]3[CH:28]=[CH:27][C:26]([O:29][C@@H:30]4[CH2:34][CH2:33][N:32](C(OC(C)(C)C)=O)[CH2:31]4)=[CH:25][CH:24]=3)[C:19](=[O:42])[CH:18]=2)=[N:13][CH:14]=1. The catalyst is C(Cl)(Cl)Cl. The product is [Cl:8][C:9]1[CH:10]=[CH:11][C:12]([CH2:15][O:16][C:17]2[CH:22]=[CH:21][N:20]([C:23]3[CH:24]=[CH:25][C:26]([O:29][C@@H:30]4[CH2:34][CH2:33][NH:32][CH2:31]4)=[CH:27][CH:28]=3)[C:19](=[O:42])[CH:18]=2)=[N:13][CH:14]=1. The yield is 0.830. (3) The product is [C:43]1([CH:36]([C:37]2[CH:38]=[CH:39][CH:40]=[CH:41][CH:42]=2)[CH2:35][CH2:34][N:33]([CH:30]([CH3:32])[CH3:31])[C:6]([NH:13][C:14]2[S:15][CH:16]=[C:17]([C:19]3[CH:24]=[CH:23][C:22]([NH:25][S:26]([CH3:29])(=[O:28])=[O:27])=[CH:21][CH:20]=3)[N:18]=2)=[O:7])[CH:48]=[CH:47][CH:46]=[CH:45][CH:44]=1. The yield is 0.604. The reactants are C1N=CN([C:6](N2C=NC=C2)=[O:7])C=1.[NH2:13][C:14]1[S:15][CH:16]=[C:17]([C:19]2[CH:24]=[CH:23][C:22]([NH:25][S:26]([CH3:29])(=[O:28])=[O:27])=[CH:21][CH:20]=2)[N:18]=1.[CH:30]([NH:33][CH2:34][CH2:35][CH:36]([C:43]1[CH:48]=[CH:47][CH:46]=[CH:45][CH:44]=1)[C:37]1[CH:42]=[CH:41][CH:40]=[CH:39][CH:38]=1)([CH3:32])[CH3:31]. The catalyst is CN(C1C=CN=CC=1)C.CN(C=O)C. (4) The reactants are [CH3:1][CH2:2][O:3][C:4]([C:6]1[N:7](C(OC(C)(C)C)=O)[C:8]2[C:13]([CH:14]=1)=[CH:12][CH:11]=[CH:10][C:9]=2[CH2:15][CH3:16])=[O:5].FC(F)(F)C(O)=O. The catalyst is ClCCl. The product is [CH2:2]([O:3][C:4]([C:6]1[NH:7][C:8]2[C:13]([CH:14]=1)=[CH:12][CH:11]=[CH:10][C:9]=2[CH2:15][CH3:16])=[O:5])[CH3:1]. The yield is 0.766. (5) The reactants are [O:1]=[C:2]1[C:10]2([C:22]3[C:13](=[CH:14][C:15]4[O:20][CH2:19][CH2:18][O:17][C:16]=4[CH:21]=3)[O:12][CH2:11]2)[C:9]2[C:4](=[CH:5][CH:6]=[CH:7][CH:8]=2)[N:3]1[CH2:23][C:24]1[O:28][C:27]([C:29]([OH:31])=O)=[CH:26][CH:25]=1.Cl.[CH3:33][NH:34][CH3:35].Cl.CN(C)CCCN=C=NCC.O.ON1C2C=CC=CC=2N=N1.CN1CCOCC1. The catalyst is CN(C)C=O. The product is [CH3:33][N:34]([CH3:35])[C:29]([C:27]1[O:28][C:24]([CH2:23][N:3]2[C:4]3[C:9](=[CH:8][CH:7]=[CH:6][CH:5]=3)[C:10]3([C:22]4[C:13](=[CH:14][C:15]5[O:20][CH2:19][CH2:18][O:17][C:16]=5[CH:21]=4)[O:12][CH2:11]3)[C:2]2=[O:1])=[CH:25][CH:26]=1)=[O:31]. The yield is 0.770. (6) The reactants are F[C:2](F)(F)[C:3]1[CH:8]=[CH:7][C:6]([CH:9]([NH2:13])[CH2:10][CH2:11][CH3:12])=[CH:5][CH:4]=1.[Cl:16][C:17]1[CH:22]=[N:21][CH:20]=[C:19](Cl)[N:18]=1.C(=O)([O-])[O-].[K+].[K+]. The catalyst is O1CCOCC1.C(OCC)(=O)C.O. The product is [Cl:16][C:17]1[N:18]=[C:19]([NH:13][CH:9]([C:6]2[CH:7]=[CH:8][C:3]([CH3:2])=[CH:4][CH:5]=2)[CH2:10][CH2:11][CH3:12])[CH:20]=[N:21][CH:22]=1. The yield is 0.0500. (7) The reactants are C(NC(C)C)(C)C.[CH2:8]([Li])[CH2:9][CH2:10][CH3:11].[CH3:13][O:14][C:15]([CH:17]1[CH2:22][CH2:21][O:20][CH2:19][CH2:18]1)=[O:16].BrC=CCC. The catalyst is C1COCC1.CCCCCC.CN(P(N(C)C)(N(C)C)=O)C. The product is [CH3:13][O:14][C:15]([C:17]1([CH2:11][CH2:10][CH:9]=[CH2:8])[CH2:22][CH2:21][O:20][CH2:19][CH2:18]1)=[O:16]. The yield is 0.870. (8) The reactants are Cl.Cl.[NH:3]1[CH2:8][CH2:7][CH:6]([N:9]2[CH2:13][CH2:12][N:11]([CH2:14][CH2:15][CH2:16][N:17]3[CH2:22][CH2:21][CH2:20][CH2:19][CH2:18]3)[C:10]2=[C:23]([C:26]#[N:27])[C:24]#[N:25])[CH2:5][CH2:4]1.Br[CH2:29][CH:30]1[CH2:32][CH2:31]1.C(=O)([O-])[O-].[K+].[K+].Cl. The catalyst is O1CCOCC1. The product is [CH:30]1([CH2:29][N:3]2[CH2:8][CH2:7][CH:6]([N:9]3[CH2:13][CH2:12][N:11]([CH2:14][CH2:15][CH2:16][N:17]4[CH2:22][CH2:21][CH2:20][CH2:19][CH2:18]4)[C:10]3=[C:23]([C:24]#[N:25])[C:26]#[N:27])[CH2:5][CH2:4]2)[CH2:32][CH2:31]1. The yield is 0.227. (9) The reactants are Br[C:2]1[C:3]([CH3:22])=[C:4]([CH:18]=[C:19](I)[CH:20]=1)[C:5]([NH:7][CH2:8][C:9]1[C:10](=[O:17])[NH:11][C:12]([CH3:16])=[CH:13][C:14]=1[CH3:15])=[O:6].[CH3:23][N:24]1[CH:28]=[C:27](B2OC(C)(C)C(C)(C)O2)[CH:26]=[N:25]1. No catalyst specified. The product is [CH3:15][C:14]1[CH:13]=[C:12]([CH3:16])[NH:11][C:10](=[O:17])[C:9]=1[CH2:8][NH:7][C:5](=[O:6])[C:4]1[CH:18]=[C:19]([C:27]2[CH:26]=[N:25][N:24]([CH3:23])[CH:28]=2)[CH:20]=[C:2]([C:28]2[N:24]([CH3:23])[N:25]=[CH:26][CH:27]=2)[C:3]=1[CH3:22]. The yield is 0.0870. (10) The reactants are P(Cl)(Cl)([Cl:3])=O.[Cl:6][C:7]1[CH:16]=[C:15]2[C:10]([C:11](O)=[CH:12][CH:13]=[N:14]2)=[CH:9][CH:8]=1. No catalyst specified. The product is [Cl:3][C:11]1[C:10]2[C:15](=[CH:16][C:7]([Cl:6])=[CH:8][CH:9]=2)[N:14]=[CH:13][CH:12]=1. The yield is 0.885.